From a dataset of Reaction yield outcomes from USPTO patents with 853,638 reactions. Predict the reaction yield, written as a fraction of the theoretical maximum amount of product (1.0 means a 100% yield; for example, 0.34 means a 34% yield). (1) The reactants are [C:1]([C:3]1[C:23]([N+:24]([O-:26])=[O:25])=[CH:22][CH:21]=[CH:20][C:4]=1[O:5][CH2:6][CH2:7][CH2:8][CH2:9][CH2:10][CH2:11][NH:12][C:13](=[O:19])OC(C)(C)C)#[N:2].Cl.N1C=CC=CC=1.[C:34]([O:37][C:38](C)([CH3:42])[C:39](Cl)=O)(=[O:36])[CH3:35]. No catalyst specified. The product is [C:34]([O:37][C:38]([CH3:42])([CH3:39])[C:13]([NH:12][CH2:11][CH2:10][CH2:9][CH2:8][CH2:7][CH2:6][O:5][C:4]1[CH:20]=[CH:21][CH:22]=[C:23]([N+:24]([O-:26])=[O:25])[C:3]=1[C:1]#[N:2])=[O:19])(=[O:36])[CH3:35]. The yield is 0.900. (2) The reactants are C(OC([N:8]1[CH2:12][CH:11]([OH:13])[CH:10]([N:14]2[CH2:19][CH2:18][N:17]([CH2:20][C:21]3[CH:26]=[CH:25][C:24]([Cl:27])=[CH:23][CH:22]=3)[CH2:16][CH2:15]2)[CH2:9]1)=O)(C)(C)C. The catalyst is C(O)=O. The product is [Cl:27][C:24]1[CH:25]=[CH:26][C:21]([CH2:20][N:17]2[CH2:18][CH2:19][N:14]([CH:10]3[CH2:9][NH:8][CH2:12][CH:11]3[OH:13])[CH2:15][CH2:16]2)=[CH:22][CH:23]=1. The yield is 0.990. (3) The reactants are Cl.Cl.Cl.[F:4][C:5]1[CH:14]=[C:13]([C:15]2[C:20]([CH:21]3[CH2:26][CH2:25][NH:24][CH2:23][CH2:22]3)=[N:19][CH:18]=[CH:17][N:16]=2)[CH:12]=[CH:11][C:6]=1[C:7]([NH:9][CH3:10])=[O:8].C(N(CC)CC)C.FC(F)(F)S(O[C:40]1[CH:49]=[CH:48][C:47]2[C:42](=[CH:43][C:44]([F:50])=[CH:45][CH:46]=2)[N:41]=1)(=O)=O. The catalyst is CS(C)=O.O. The product is [F:4][C:5]1[CH:14]=[C:13]([C:15]2[C:20]([CH:21]3[CH2:26][CH2:25][N:24]([C:40]4[CH:49]=[CH:48][C:47]5[C:42](=[CH:43][C:44]([F:50])=[CH:45][CH:46]=5)[N:41]=4)[CH2:23][CH2:22]3)=[N:19][CH:18]=[CH:17][N:16]=2)[CH:12]=[CH:11][C:6]=1[C:7]([NH:9][CH3:10])=[O:8]. The yield is 0.460. (4) The reactants are [C:1]([C:5]1[CH:31]=[CH:30][C:8]([NH:9][C:10]2[CH:29]=[CH:28][C:13]([O:14][C:15]3[C:24]4[C:19](=[CH:20][C:21]([OH:27])=[C:22]([O:25][CH3:26])[CH:23]=4)[N:18]=[CH:17][CH:16]=3)=[CH:12][CH:11]=2)=[CH:7][CH:6]=1)([CH3:4])([CH3:3])[CH3:2].[C:32](=O)([O-])[O-].[K+].[K+].[NH:38]1[CH2:43][CH2:42][O:41][CH2:40][CH2:39]1.O.C([O:48][CH2:49][CH3:50])(=O)C. The catalyst is CN(C)C=O. The product is [C:1]([C:5]1[CH:31]=[CH:30][C:8]([NH:9][C:10]2[CH:29]=[CH:28][C:13]([O:14][C:15]3[C:24]4[C:19](=[CH:20][C:21]([O:27][CH2:32][C@H:49]([OH:48])[CH2:50][N:38]5[CH2:43][CH2:42][O:41][CH2:40][CH2:39]5)=[C:22]([O:25][CH3:26])[CH:23]=4)[N:18]=[CH:17][CH:16]=3)=[CH:12][CH:11]=2)=[CH:7][CH:6]=1)([CH3:4])([CH3:2])[CH3:3]. The yield is 0.650. (5) The reactants are C([O:3][C:4]([C:6]1[C:10]([C:11](=O)[C:12]2[CH:17]=[CH:16][C:15]([O:18][CH3:19])=[CH:14][CH:13]=2)=[C:9]([CH3:21])[O:8][N:7]=1)=O)C.O.[NH2:23][NH2:24]. The catalyst is C(O)C. The product is [CH3:19][O:18][C:15]1[CH:16]=[CH:17][C:12]([C:11]2[C:10]3[C:6](=[N:7][O:8][C:9]=3[CH3:21])[C:4](=[O:3])[NH:23][N:24]=2)=[CH:13][CH:14]=1. The yield is 0.920. (6) The reactants are [O:1]=[C:2]1[CH2:7][NH:6][CH2:5][CH2:4][N:3]1[C:8]1[CH:13]=[CH:12][C:11]([S:14]([NH:17][C:18]2[S:22][N:21]=[CH:20][N:19]=2)(=[O:16])=[O:15])=[CH:10][CH:9]=1.[F:23][C:24]([F:39])([F:38])[C:25]1[CH:33]=[C:32]2[C:28]([CH2:29][CH2:30][N:31]2[CH2:34][C:35](O)=[O:36])=[CH:27][CH:26]=1.CN(C(ON1N=NC2C=CC=NC1=2)=[N+](C)C)C.F[P-](F)(F)(F)(F)F.C(=O)(O)[O-].[Na+]. The catalyst is CN(C=O)C. The product is [O:1]=[C:2]1[CH2:7][N:6]([C:35](=[O:36])[CH2:34][N:31]2[C:32]3[C:28](=[CH:27][CH:26]=[C:25]([C:24]([F:38])([F:23])[F:39])[CH:33]=3)[CH2:29][CH2:30]2)[CH2:5][CH2:4][N:3]1[C:8]1[CH:9]=[CH:10][C:11]([S:14]([NH:17][C:18]2[S:22][N:21]=[CH:20][N:19]=2)(=[O:16])=[O:15])=[CH:12][CH:13]=1. The yield is 0.320.